This data is from HIV replication inhibition screening data with 41,000+ compounds from the AIDS Antiviral Screen. The task is: Binary Classification. Given a drug SMILES string, predict its activity (active/inactive) in a high-throughput screening assay against a specified biological target. (1) The drug is Cc1cc(S(=O)(=O)Nc2nc(Nc3ccc(Cl)cc3)n[nH]2)c(S)cc1Cl. The result is 0 (inactive). (2) The drug is O=C1OC(CN2CCOCC2)CN1N=Cc1ccc([N+](=O)[O-])o1. The result is 0 (inactive). (3) The drug is CC1CC2C(=O)N(c3ccccc3)C(=O)C2c2c1c1ccccc1n2Cc1ccccc1. The result is 0 (inactive). (4) The drug is CNC(=O)OCC1=CC(=O)C=C(OC)C1=O. The result is 0 (inactive). (5) The drug is CC1=NNC(=O)C1C1CC(c2c[nH]c3ccccc23)=NN=C1NCc1ccccc1. The result is 0 (inactive). (6) The compound is Clc1ccc(-c2cc[s+]s2)cc1.O=S(=O)(O)O. The result is 0 (inactive).